From a dataset of TCR-epitope binding with 47,182 pairs between 192 epitopes and 23,139 TCRs. Binary Classification. Given a T-cell receptor sequence (or CDR3 region) and an epitope sequence, predict whether binding occurs between them. (1) The epitope is HTTDPSFLGRY. The TCR CDR3 sequence is CASSSLAEPPGQGIYYGYTF. Result: 1 (the TCR binds to the epitope). (2) The epitope is QYDPVAALF. The TCR CDR3 sequence is CASSFTLSPETQYF. Result: 1 (the TCR binds to the epitope). (3) The epitope is LLDFVRFMGV. The TCR CDR3 sequence is CATSDSGRVNTEAFF. Result: 1 (the TCR binds to the epitope). (4) The epitope is NLNESLIDL. The TCR CDR3 sequence is CASSATGGSYEQYF. Result: 0 (the TCR does not bind to the epitope).